From a dataset of Forward reaction prediction with 1.9M reactions from USPTO patents (1976-2016). Predict the product of the given reaction. (1) Given the reactants [F:1][C:2]1[CH:7]=[C:6](F)[CH:5]=[CH:4][C:3]=1[N+:9]([O-:11])=[O:10].[C:12]([O:22][C:23]([CH3:26])([CH3:25])[CH3:24])(=[O:21])[CH2:13][C:14]([O:16][C:17]([CH3:20])([CH3:19])[CH3:18])=[O:15].[H-].[Na+].Cl, predict the reaction product. The product is: [F:1][C:2]1[CH:7]=[C:6]([CH:13]([C:14]([O:16][C:17]([CH3:20])([CH3:19])[CH3:18])=[O:15])[C:12]([O:22][C:23]([CH3:26])([CH3:24])[CH3:25])=[O:21])[CH:5]=[CH:4][C:3]=1[N+:9]([O-:11])=[O:10]. (2) Given the reactants [CH3:1][O:2][C:3](=[O:16])[C:4]1[CH:9]=[C:8](I)[C:7]([C:11]([F:14])([F:13])[F:12])=[CH:6][C:5]=1[NH2:15].[CH3:17][N:18]1[C:22]([Sn](CCCC)(CCCC)CCCC)=[CH:21][C:20]([CH3:36])=[N:19]1, predict the reaction product. The product is: [CH3:1][O:2][C:3](=[O:16])[C:4]1[CH:9]=[C:8]([C:22]2[N:18]([CH3:17])[N:19]=[C:20]([CH3:36])[CH:21]=2)[C:7]([C:11]([F:14])([F:13])[F:12])=[CH:6][C:5]=1[NH2:15]. (3) Given the reactants [CH3:1][O:2][C:3]1[CH:4]=[C:5]([CH:20]=[CH:21][C:22]=1[O:23][Si](C(C)(C)C)(C)C)/[CH:6]=[CH:7]/[C:8]1[CH:12]=[C:11]([OH:13])[N:10]([C:14]2[CH:19]=[CH:18][CH:17]=[CH:16][N:15]=2)[N:9]=1.[Si](OC(C1C=NN(C2C=CC=CN=2)C=1O)=CC1C=CC=CC=1)(C(C)(C)C)(C)C, predict the reaction product. The product is: [CH3:1][O:2][C:3]1[CH:4]=[C:5]([CH:20]=[CH:21][C:22]=1[OH:23])[CH:6]=[CH:7][C:8]1[CH:12]=[C:11]([OH:13])[N:10]([C:14]2[CH:19]=[CH:18][CH:17]=[CH:16][N:15]=2)[N:9]=1.